From a dataset of Full USPTO retrosynthesis dataset with 1.9M reactions from patents (1976-2016). Predict the reactants needed to synthesize the given product. (1) Given the product [CH2:6]([CH:8]1[CH:12]([CH3:13])[CH2:11][N:10]([C:14]([NH:16][CH2:17][CH2:18][C:19]2[CH:20]=[CH:21][C:22]([S:2]([Cl:1])(=[O:5])=[O:3])=[CH:23][CH:24]=2)=[O:15])[C:9]1=[C:25]=[O:26])[CH3:7], predict the reactants needed to synthesize it. The reactants are: [Cl:1][S:2]([OH:5])(=O)=[O:3].[CH2:6]([CH:8]1[CH:12]([CH3:13])[CH2:11][N:10]([C:14]([NH:16][CH2:17][CH2:18][C:19]2[CH:24]=[CH:23][CH:22]=[CH:21][CH:20]=2)=[O:15])[C:9]1=[C:25]=[O:26])[CH3:7]. (2) Given the product [CH:32]1([N:4]([CH:1]2[CH2:2][CH2:3]2)[C:5]([C:7]2[N:29]([CH2:30][CH3:31])[C:10]3=[N:11][C:12]([NH:19][C:20]4[CH:24]=[C:23]([C:25]([OH:35])=[O:26])[N:22]([CH2:27][CH3:28])[N:21]=4)=[C:13]4[N:17]=[CH:16][N:15]([CH3:18])[C:14]4=[C:9]3[CH:8]=2)=[O:6])[CH2:33][CH2:34]1, predict the reactants needed to synthesize it. The reactants are: [CH:1]1([N:4]([CH:32]2[CH2:34][CH2:33]2)[C:5]([C:7]2[N:29]([CH2:30][CH3:31])[C:10]3=[N:11][C:12]([NH:19][C:20]4[CH:24]=[C:23]([CH:25]=[O:26])[N:22]([CH2:27][CH3:28])[N:21]=4)=[C:13]4[N:17]=[CH:16][N:15]([CH3:18])[C:14]4=[C:9]3[CH:8]=2)=[O:6])[CH2:3][CH2:2]1.[OH:35]OS([O-])=O.[K+].O.